This data is from Catalyst prediction with 721,799 reactions and 888 catalyst types from USPTO. The task is: Predict which catalyst facilitates the given reaction. Reactant: [ClH:1].[Cl:2][C:3]1[C:4]([CH2:13][CH2:14][NH2:15])=[N:5][CH:6]=[C:7]([C:9]([F:12])([F:11])[F:10])[CH:8]=1.[C:16](=[O:19])([O-])[O-].[Na+].[Na+]. Product: [Cl:1][C:6]1[N:5]=[C:4]([CH3:13])[CH:3]=[CH:8][C:7]=1[C:16]([NH:15][CH2:14][CH2:13][C:4]1[C:3]([Cl:2])=[CH:8][C:7]([C:9]([F:12])([F:10])[F:11])=[CH:6][N:5]=1)=[O:19]. The catalyst class is: 10.